This data is from Catalyst prediction with 721,799 reactions and 888 catalyst types from USPTO. The task is: Predict which catalyst facilitates the given reaction. (1) Reactant: [N:1]1[C:2]([C:10]([O:12]CC)=[O:11])=[CH:3][N:4]2[CH:9]=[CH:8][CH:7]=[CH:6][C:5]=12.[OH-].[Li+].Cl. Product: [N:1]1[C:2]([C:10]([OH:12])=[O:11])=[CH:3][N:4]2[CH:9]=[CH:8][CH:7]=[CH:6][C:5]=12. The catalyst class is: 20. (2) Reactant: [Cl:1][C:2]1[CH:3]=[N:4][CH:5]=[C:6]([Cl:17])[C:7]=1[C:8]1[C:12]([C:13]([OH:15])=O)=[C:11]([CH3:16])[O:10][N:9]=1.[CH2:18]([O:25][C:26](=[O:36])[NH:27][CH2:28][CH:29]1[CH2:34][CH2:33][CH2:32][CH:31]([NH2:35])[CH2:30]1)[C:19]1[CH:24]=[CH:23][CH:22]=[CH:21][CH:20]=1.Cl.CN(C)CCCN=C=NCC.ON1C2N=CC=CC=2N=N1.C(N(CC)C(C)C)(C)C. Product: [CH2:18]([O:25][C:26](=[O:36])[NH:27][CH2:28][CH:29]1[CH2:34][CH2:33][CH2:32][CH:31]([NH:35][C:13]([C:12]2[C:8]([C:7]3[C:6]([Cl:17])=[CH:5][N:4]=[CH:3][C:2]=3[Cl:1])=[N:9][O:10][C:11]=2[CH3:16])=[O:15])[CH2:30]1)[C:19]1[CH:20]=[CH:21][CH:22]=[CH:23][CH:24]=1. The catalyst class is: 9. (3) Reactant: [NH:1]1[C:5]2[CH:6]=[CH:7][CH:8]=[CH:9][C:4]=2[N:3]=[N:2]1.[H-].[Na+].[CH3:12][O:13][C:14]1[CH:23]=[CH:22][C:17]([C:18](=[O:21])[CH2:19]Br)=[CH:16][CH:15]=1. Product: [N:1]1([CH2:19][C:18]([C:17]2[CH:22]=[CH:23][C:14]([O:13][CH3:12])=[CH:15][CH:16]=2)=[O:21])[C:5]2[CH:6]=[CH:7][CH:8]=[CH:9][C:4]=2[N:3]=[N:2]1. The catalyst class is: 1. (4) Reactant: [CH:1]1([CH:7]=[O:8])[CH2:6][CH2:5][CH2:4][CH2:3][CH2:2]1.[CH:9]([Mg]Br)=[CH2:10].[Cl-].[NH4+]. Product: [CH:1]1([CH:7]([OH:8])[CH:9]=[CH2:10])[CH2:6][CH2:5][CH2:4][CH2:3][CH2:2]1. The catalyst class is: 30. (5) Reactant: C[O:2][C:3]([C:5]1[CH:6]=[C:7]2[C:12](=[C:13]([F:24])[C:14]=1[NH:15][C:16]1[CH:21]=[CH:20][C:19]([Br:22])=[CH:18][C:17]=1[Cl:23])[N:11]=[CH:10][N:9]=[C:8]2[CH3:25])=[O:4].[Li+].[OH-].Cl. Product: [Br:22][C:19]1[CH:20]=[CH:21][C:16]([NH:15][C:14]2[C:13]([F:24])=[C:12]3[C:7]([C:8]([CH3:25])=[N:9][CH:10]=[N:11]3)=[CH:6][C:5]=2[C:3]([OH:4])=[O:2])=[C:17]([Cl:23])[CH:18]=1. The catalyst class is: 731. (6) Reactant: C(P([C:16]12[CH2:25][CH:20]3[CH2:21][CH:22]([CH2:24][CH:18](C3)C1)[CH2:23]2)[C:22]12[CH2:24][CH:18]3C[CH:16]([CH2:25][CH:20](C3)[CH2:21]1)[CH2:23]2)CCC.C([B-](F)(F)F)C1C=CC=CC=1.[K+].C(=O)([O-])[O-].[Cs+].[Cs+].BrC1[N:53]([CH2:54][C:55]2[CH:60]=[CH:59][C:58]([C:61]([F:64])([F:63])[F:62])=[CH:57][CH:56]=2)[C:52]2[C:47](=[N:48][C:49]([C:72]#[N:73])=[N:50][C:51]=2[NH:65][C@@H:66]([CH:68]2[CH2:71][CH2:70][CH2:69]2)[CH3:67])[N:46]=1. Product: [CH2:24]([C:18]1[N:53]([CH2:54][C:55]2[CH:60]=[CH:59][C:58]([C:61]([F:64])([F:62])[F:63])=[CH:57][CH:56]=2)[C:52]2[C:47](=[N:48][C:49]([C:72]#[N:73])=[N:50][C:51]=2[NH:65][C@@H:66]([CH:68]2[CH2:69][CH2:70][CH2:71]2)[CH3:67])[N:46]=1)[C:22]1[CH:21]=[CH:20][CH:25]=[CH:16][CH:23]=1. The catalyst class is: 498. (7) Reactant: [Cl:1][C:2]1[CH:7]=[CH:6][C:5]([CH2:8][CH3:9])=[C:4](I)[CH:3]=1.[C:11]([O:15][CH3:16])(=[O:14])[C:12]#[CH:13]. Product: [Cl:1][C:2]1[CH:7]=[CH:6][C:5]([CH2:8][CH3:9])=[C:4]([C:13]#[C:12][C:11]([O:15][CH3:16])=[O:14])[CH:3]=1. The catalyst class is: 3. (8) Reactant: [N:1]1[C:9]2[C:4](=[N:5][CH:6]=[CH:7][CH:8]=2)[NH:3][C:2]=1[C:10]1[CH:11]=[C:12]([OH:22])[CH:13]=[C:14]([O:16][C@@H:17]([CH3:21])[CH2:18][O:19][CH3:20])[CH:15]=1.F[C:24]1[CH:29]=[CH:28][C:27]([S:30]([C:33]2C=CC(F)=CC=2)(=[O:32])=[O:31])=[CH:26][CH:25]=1.C(=O)([O-])[O-].[K+].[K+].O. Product: [CH3:20][O:19][CH2:18][C@H:17]([CH3:21])[O:16][C:14]1[CH:15]=[C:10]([C:2]2[NH:3][C:4]3=[N:5][CH:6]=[CH:7][CH:8]=[C:9]3[N:1]=2)[CH:11]=[C:12]([O:22][C:24]2[CH:29]=[CH:28][C:27]([S:30]([CH3:33])(=[O:32])=[O:31])=[CH:26][CH:25]=2)[CH:13]=1. The catalyst class is: 37.